Dataset: Reaction yield outcomes from USPTO patents with 853,638 reactions. Task: Predict the reaction yield, written as a fraction of the theoretical maximum amount of product (1.0 means a 100% yield; for example, 0.34 means a 34% yield). The product is [C:1]([O:5][C:6]([NH:8][C@@H:9]1[C:23](=[O:24])[N:22]2[CH2:25][C@H:26]([O:28][C:29]([N:31]3[CH2:39][C:38]4[C:33](=[CH:34][CH:35]=[CH:36][C:37]=4[F:40])[CH2:32]3)=[O:30])[CH2:27][C@H:21]2[C:20](=[O:41])[NH:19][C@:18]2([C:43]([OH:45])=[O:44])[CH2:42][C@H:17]2[CH:16]=[CH:15][CH2:14][CH2:13][CH2:12][O:11][CH2:10]1)=[O:7])([CH3:4])([CH3:2])[CH3:3]. The catalyst is C1COCC1.O. The reactants are [C:1]([O:5][C:6]([NH:8][C@@H:9]1[C:23](=[O:24])[N:22]2[CH2:25][C@H:26]([O:28][C:29]([N:31]3[CH2:39][C:38]4[C:33](=[CH:34][CH:35]=[CH:36][C:37]=4[F:40])[CH2:32]3)=[O:30])[CH2:27][C@H:21]2[C:20](=[O:41])[NH:19][C@:18]2([C:43]([O:45]CC)=[O:44])[CH2:42][C@H:17]2[CH:16]=[CH:15][CH2:14][CH2:13][CH2:12][O:11][CH2:10]1)=[O:7])([CH3:4])([CH3:3])[CH3:2].[OH-].[Na+].CCOCC. The yield is 0.800.